This data is from Catalyst prediction with 721,799 reactions and 888 catalyst types from USPTO. The task is: Predict which catalyst facilitates the given reaction. (1) Reactant: FC(F)(F)[C:3]([OH:5])=[O:4].[NH2:8][C:9]1[C:17]2[C:12](=[CH:13][CH:14]=[CH:15][CH:16]=2)[C:11]([C:25]2[CH:30]=[CH:29][C:28]([O:31][S:32]([CH3:35])(=[O:34])=[O:33])=[CH:27][CH:26]=2)([C:18]2[CH:23]=[CH:22][CH:21]=[C:20]([Br:24])[CH:19]=2)[N:10]=1.N1[CH:41]=[CH:40][CH:39]=CC=1.[CH3:42]S(Cl)(=O)=O. Product: [Br:24][C:20]1[CH:19]=[C:18]([C:11]2([C:25]3[CH:30]=[CH:29][C:28]([O:31][S:32]([CH3:35])(=[O:34])=[O:33])=[CH:27][CH:26]=3)[C:12]3[C:17](=[CH:16][CH:15]=[CH:14][CH:13]=3)[C:9]([NH:8][C:3]([O:5][C:40]([CH3:39])([CH3:41])[CH3:42])=[O:4])=[N:10]2)[CH:23]=[CH:22][CH:21]=1. The catalyst class is: 7. (2) Reactant: C([O:3][C:4](=[O:22])[CH2:5][C:6]([N:8]1[CH2:13][CH2:12][CH:11]([O:14][C:15]2[CH:20]=[CH:19][CH:18]=[CH:17][C:16]=2[Cl:21])[CH2:10][CH2:9]1)=[O:7])C.CO.O.O[Li].O. Product: [Cl:21][C:16]1[CH:17]=[CH:18][CH:19]=[CH:20][C:15]=1[O:14][CH:11]1[CH2:10][CH2:9][N:8]([C:6](=[O:7])[CH2:5][C:4]([OH:22])=[O:3])[CH2:13][CH2:12]1. The catalyst class is: 1. (3) Reactant: [NH2:1][C@H:2]([CH2:7][OH:8])[C@H:3]([CH2:5][CH3:6])[CH3:4].C(N(CC)CC)C.[Cl:16][CH2:17][C:18](Cl)=[O:19]. Product: [Cl:16][CH2:17][C:18]([NH:1][C@H:2]([CH2:7][OH:8])[C@H:3]([CH2:5][CH3:6])[CH3:4])=[O:19]. The catalyst class is: 2. (4) Product: [CH3:15][O:14][C:12]1[C:11]([C:16]([F:19])([F:18])[F:17])=[CH:10][C:9]2[NH:20][C:21](=[O:37])[CH2:22][C:23]([C:25]3[CH:30]=[CH:29][CH:28]=[C:27]([C:31]4[O:35][N:34]=[C:33]([CH3:36])[CH:32]=4)[CH:26]=3)=[N:7][C:8]=2[CH:13]=1. Reactant: C(OC(=O)[NH:7][C:8]1[CH:13]=[C:12]([O:14][CH3:15])[C:11]([C:16]([F:19])([F:18])[F:17])=[CH:10][C:9]=1[NH:20][C:21](=[O:37])[CH2:22][C:23]([C:25]1[CH:30]=[CH:29][CH:28]=[C:27]([C:31]2[O:35][N:34]=[C:33]([CH3:36])[CH:32]=2)[CH:26]=1)=O)(C)(C)C.C(O)(C(F)(F)F)=O. The catalyst class is: 2. (5) Reactant: [OH:1][C@@H:2]1[C@@H:10]([C@@H:11]([OH:16])[C:12]([F:15])([F:14])[F:13])[O:9][C@H:8]2[C@H:4]([N:5]=[C:6]([N:17]([CH3:25])[C:18](=[O:24])[O:19][C:20]([CH3:23])([CH3:22])[CH3:21])[S:7]2)[C@H:3]1[OH:26].[Li+].[CH3:28][Si]([N-][Si](C)(C)C)(C)C.CI. Product: [OH:1][C@@H:2]1[C@@H:10]([C@@H:11]([O:16][CH3:28])[C:12]([F:14])([F:13])[F:15])[O:9][C@H:8]2[C@H:4]([N:5]=[C:6]([N:17]([CH3:25])[C:18](=[O:24])[O:19][C:20]([CH3:22])([CH3:23])[CH3:21])[S:7]2)[C@H:3]1[OH:26]. The catalyst class is: 3.